This data is from B-cell epitopes from IEDB database with 3,159 antigens for binding position prediction. The task is: Token-level Classification. Given an antigen amino acid sequence, predict which amino acid positions are active epitope sites capable of antibody binding. Output is a list of indices for active positions. (1) The epitope positions are: [23, 24, 25, 26, 27, 28, 29, 30, 31, 32]. The amino acids at these positions are: QHWSYGLRPG. Given the antigen sequence: MEPIPKLVAGLLLLTFCVVSCSGQHWSYGLRPGGKRNAEHLIDSFQEMAKELDQPAEPQHLECTIHKPRPPLRDLRGALKDGMDMRGIFWGSGSSLGLDRKGGDMVHVYEEHLQAFVGCNGSVPEAEFNHGEEDLSFEKHTGRDQFWNLLGLEDM, which amino acid positions are active epitope sites? (2) Given the antigen sequence: MGAQVSSQKVGAHENSNRAYGGSTINYTTINYYKDSASNAASKQDYSQDPSKFTEPLKDVLIKTAPALNSPNVEACGYSDRVLQLTLGNSTITTQEAANSVVAYGRWPEFIRDDEANPVDQPTEPDVATCRFYTLDTVMWGKESKGWWWKLPDALRDMGLFGQNMYYHYLGRSGYTVHVQCNASKFHQGALGVFAIPEYCLAGDSDKQRYTSYANANPGERGGKFYSQFNKDNAVTSPKREFCPVDYLLGCGVLLGNAFVYPHQIINLRTNNSATIVLPYVNALAIDSMVKHNNWGIAILPLSPLDFAQDSSVEIPITVTIAPMCSEFNGLRNVTAPKFQGLPVLNTPGSNQYLTSDNHQSPCAIPEFDVTPPIDIPGEVKNMMELAEIDTMIPLNLESTKRNTMDMYRVTLSDSADLSQPILCLSLSPASDPRLSHTMLGEVLNYYTHWAGSLKFTFLFCGSMMATGKILVAYAPPGAQPPTSRKEAMLGTHVIWDLGL..., which amino acid positions are active epitope sites? The epitope positions are: [666, 667, 668, 669, 670, 671, 672, 673, 674, 675, 676, 677, 678, 679, 680, 681]. The amino acids at these positions are: EVDNEQPTTRAQKLFA. (3) Given the antigen sequence: MENCASVRSSSCLIWLAAAFFVSALGHVQQGAGVVRPRHWQNSEAAVSVRPPGGASPRHFHSPIEPVAFIDGEHVEDKHGGSWLEQEAAEEVTPLLNSHTETPTQSPSAFRRLLRRLRFWRRGRTGGSDGGGEPPQTPRPSLPTRLFQHLRRAAAAIPAAASRFFRRFRRVQEPVFPPDEFPEDVDTNPMYFRGTDPGDVVIEELFNRIPETSVWNENERVLSNANHLVSTALWRNEQSFRVESELGERPRTLVRGPVLRDDGSYICLEATDQETGEPLEVHVPYFTERPPSNAIKQLSEQVLRLRLLRGIKNQRQAKAYLRFIFPIDLVKDPKKRKMIRVRLDERDMWVLSRFFLYPRMQSNLHILGDVLLSHSSTHKSLVHHARLQLTLQLIRLAASLQHYGLVHADFQVRNILLDQRGGVFLTGFEHLVRDGASAVSPIGRGFAPPETTAERMLPYRQHHPTLMTFPFDTWTLGLAIYWIWCADLPNTEDAELGGIE..., which amino acid positions are active epitope sites? The epitope positions are: [196, 197, 198, 199, 200, 201, 202, 203, 204, 205, 206, 207, 208, 209, 210, 211, 212, 213]. The amino acids at these positions are: PGDVVIEELFNRIPETSV. (4) Given the antigen sequence: EQLTKCEVFRELKDLKGYGGVSLPEWVCTTFHTSGYDTQAIVQNNDSTEYGLFQINNKIWCKDDQNPHSSNICNISCDKFLDDDLTDDIMCVKKILDKVGINYWLAHKALCSEKLDQWLCEKL, which amino acid positions are active epitope sites? The epitope positions are: [104, 105, 106, 107, 108, 109, 110, 111, 112, 113]. The amino acids at these positions are: LAHKALCSEK. (5) Given the antigen sequence: MPAKLGYWKIRGLQQPVRLLLEYLGEEYEEHLYGRDDREKWLGDKFNMGLDLPNLPYYIDDKCKLTQSVAIMRYIADKHGMLGSTPEERARISMIEGAAMDLRMGFVRVCYNPKFEEVKGDYLKELPTTLKMWSNFLGDRHYLTGSSVSHVDFMVYEALDCIRYLAPQCLEDFPKLKEFKSRIEDLPKIKAYMESEKFIKWPLNSWIASFGGGDAAPA, which amino acid positions are active epitope sites? The epitope positions are: [145, 146, 147, 148, 149, 150, 151, 152, 153]. The amino acids at these positions are: SSVSHVDFM. (6) Given the antigen sequence: MAGRVKIKQKELIDSTVKNKNVMNLFHEIIGSKGNINFSVVWPKFKKIKQSVYDYISTLSVLEKASVMQNFEADKKLLELFVQKLWAAYEGYFKYPEIEKYEVEGQVNFNLVPQCVLEKFSQLYRIRINSELVTLILNSCAFMSKYNDYILKKDPYILTITPGLCFSPIPNFEDLNFKHLYNSDKNSQHDKEFIMFILYKLYTAALGVYNAISIPDIDVEDLENIILSSVSQIKKQIPRCKDAFNKIESSVHLLRKNFNTYYSDYVGSGYNPTIIMEQYIKDISQDSKNISPRISYQFRTIIKYYRDMIATRHQTMDPQVLNLVKHVEKKLDMLDREKN, which amino acid positions are active epitope sites? The epitope positions are: [232, 233, 234, 235, 236, 237, 238, 239, 240, 241, 242, 243, 244, 245, 246, 247, 248]. The amino acids at these positions are: IKKQIPRCKDAFNKIES.